Dataset: Reaction yield outcomes from USPTO patents with 853,638 reactions. Task: Predict the reaction yield, written as a fraction of the theoretical maximum amount of product (1.0 means a 100% yield; for example, 0.34 means a 34% yield). (1) The reactants are [CH3:1][O:2][C:3]([C:5]1[C:13]2[C:8](=[N:9][CH:10]=[C:11]([Cl:14])[CH:12]=2)[N:7]([S:15]([C:18]2[CH:23]=[CH:22][CH:21]=[CH:20][CH:19]=2)(=[O:17])=[O:16])[C:6]=1[CH3:24])=[O:4].[Br:25]N1C(C)(C)C(=O)N(Br)C1=O. The catalyst is ClCCCl. The product is [CH3:1][O:2][C:3]([C:5]1[C:13]2[C:8](=[N:9][CH:10]=[C:11]([Cl:14])[CH:12]=2)[N:7]([S:15]([C:18]2[CH:23]=[CH:22][CH:21]=[CH:20][CH:19]=2)(=[O:17])=[O:16])[C:6]=1[CH2:24][Br:25])=[O:4]. The yield is 0.610. (2) The reactants are [H-].[Na+].C1(=O)NC(=O)C2=CC=CC=C12.Br[CH2:15][C:16]([O:18][C:19]([CH3:22])([CH3:21])[CH3:20])=[O:17].[OH2:23].[NH2:24]N. The catalyst is CN(C=O)C. The product is [NH2:24][O:23][CH2:15][C:16]([O:18][C:19]([CH3:22])([CH3:21])[CH3:20])=[O:17]. The yield is 0.938. (3) The reactants are [F:1][C:2]1[CH:10]=[C:9]2[C:5]([C:6](=O)[C:7](=[O:11])[NH:8]2)=[CH:4][CH:3]=1.[CH:13]1[CH:18]=[C:17]2[C:19](/[C:21](/[NH:33][C:16]2=[CH:15][CH:14]=1)=C1\C2C=CC(Br)=CC=2NC\1=O)=[O:20]. No catalyst specified. The product is [CH:13]1[CH:18]=[C:17]2[C:19](/[C:21](/[NH:33][C:16]2=[CH:15][CH:14]=1)=[C:6]1\[C:5]2[CH:4]=[CH:3][C:2]([F:1])=[CH:10][C:9]=2[NH:8][C:7]\1=[O:11])=[O:20]. The yield is 0.750. (4) The reactants are COC1C=CC(C[N:8](CC2C=CC(OC)=CC=2)[C:9]2[N:14]=[C:13]([CH3:15])[N:12]=[C:11]([C:16]3[CH:17]=[C:18]([C:32]([N:34]4[CH2:39][CH2:38][CH:37]([OH:40])[CH2:36][CH2:35]4)=[O:33])[CH:19]=[N:20][C:21]=3[NH:22][C:23]3[CH:24]=[N:25][C:26]([O:30][CH3:31])=[C:27]([F:29])[CH:28]=3)[N:10]=2)=CC=1. The catalyst is C(O)(C(F)(F)F)=O. The product is [NH2:8][C:9]1[N:14]=[C:13]([CH3:15])[N:12]=[C:11]([C:16]2[CH:17]=[C:18]([C:32]([N:34]3[CH2:35][CH2:36][CH:37]([OH:40])[CH2:38][CH2:39]3)=[O:33])[CH:19]=[N:20][C:21]=2[NH:22][C:23]2[CH:24]=[N:25][C:26]([O:30][CH3:31])=[C:27]([F:29])[CH:28]=2)[N:10]=1. The yield is 0.569. (5) The reactants are [N:1]12[CH2:7][C:4]([C:8]([C:17]3[CH:22]=[CH:21][CH:20]=[CH:19][CH:18]=3)([C:11]3[CH:16]=[CH:15][CH:14]=[CH:13][CH:12]=3)[C:9]#[N:10])([CH2:5][CH2:6]1)[CH2:3][CH2:2]2.[CH3:23][O:24][CH2:25][CH2:26][CH2:27][Br:28]. No catalyst specified. The product is [Br-:28].[C:9]([C:8]([C:17]1[CH:22]=[CH:21][CH:20]=[CH:19][CH:18]=1)([C:11]1[CH:12]=[CH:13][CH:14]=[CH:15][CH:16]=1)[C:4]12[CH2:7][N+:1]([CH2:27][CH2:26][CH2:25][O:24][CH3:23])([CH2:6][CH2:5]1)[CH2:2][CH2:3]2)#[N:10]. The yield is 0.413. (6) The reactants are [CH:1]([N:4]([CH:16]([CH3:18])[CH3:17])[C:5]([N:7]1[C:11]2[CH:12]=[CH:13][CH:14]=[CH:15][C:10]=2[N:9]=[CH:8]1)=[O:6])([CH3:3])[CH3:2].[Li]CCCC.Cl[P:25]([CH:29]([CH3:31])[CH3:30])[CH:26]([CH3:28])[CH3:27]. No catalyst specified. The product is [CH:26]([P:25]([CH:29]([CH3:31])[CH3:30])[C:8]1[N:7]([C:5]([N:4]([CH:1]([CH3:3])[CH3:2])[CH:16]([CH3:18])[CH3:17])=[O:6])[C:11]2[CH:12]=[CH:13][CH:14]=[CH:15][C:10]=2[N:9]=1)([CH3:28])[CH3:27]. The yield is 0.670.